The task is: Predict the reactants needed to synthesize the given product.. This data is from Full USPTO retrosynthesis dataset with 1.9M reactions from patents (1976-2016). (1) Given the product [ClH:23].[NH2:10][CH2:9][CH2:8][C:5]1[CH:6]=[CH:7][N:2]([CH3:1])[C:3](=[O:21])[CH:4]=1, predict the reactants needed to synthesize it. The reactants are: [CH3:1][N:2]1[CH:7]=[CH:6][C:5]([CH2:8][CH2:9][N:10]2C(=O)C3C(=CC=CC=3)C2=O)=[CH:4][C:3]1=[O:21].O.[ClH:23]. (2) Given the product [CH:1]1([CH:6]=[CH:7][C:8]2[CH:17]=[CH:16][C:11]([C:12]([OH:14])=[O:13])=[C:10]([F:18])[CH:9]=2)[CH2:5][CH2:4][CH2:3][CH2:2]1, predict the reactants needed to synthesize it. The reactants are: [CH:1]1([CH:6]=[CH:7][C:8]2[CH:17]=[CH:16][C:11]([C:12]([O:14]C)=[O:13])=[C:10]([F:18])[CH:9]=2)[CH2:5][CH2:4][CH2:3][CH2:2]1.[Li+].[OH-].